From a dataset of Retrosynthesis with 50K atom-mapped reactions and 10 reaction types from USPTO. Predict the reactants needed to synthesize the given product. (1) Given the product CCOC(=O)N1c2ccc(OCC)nc2[C@@H](Nc2ncc(N3CCOCC3)c(Cc3cc(C(F)(F)F)cc(C(F)(F)F)c3)n2)C[C@H]1CC, predict the reactants needed to synthesize it. The reactants are: CCI.CCOC(=O)N1c2ccc(O)nc2[C@@H](Nc2ncc(N3CCOCC3)c(Cc3cc(C(F)(F)F)cc(C(F)(F)F)c3)n2)C[C@H]1CC. (2) Given the product Cc1c(Cc2ccc(Cl)cc2Cl)c(OC(F)F)nc2c(F)ccc(OC(C)C(=O)O)c12, predict the reactants needed to synthesize it. The reactants are: COC(=O)C(C)Oc1ccc(F)c2nc(OC(F)F)c(Cc3ccc(Cl)cc3Cl)c(C)c12. (3) The reactants are: CC(C)(C)OC(=O)N[C@H](Cc1c[nH]c2ccccc12)C(N)=O. Given the product NC(=O)[C@H](N)Cc1c[nH]c2ccccc12, predict the reactants needed to synthesize it. (4) Given the product Cc1cccnc1CN(C)C(=O)C1CC(O)(c2ccc(CN3CCCC3)c(Cl)c2)C1, predict the reactants needed to synthesize it. The reactants are: CNCc1ncccc1C.O=C(O)C1CC(O)(c2ccc(CN3CCCC3)c(Cl)c2)C1.